From a dataset of Full USPTO retrosynthesis dataset with 1.9M reactions from patents (1976-2016). Predict the reactants needed to synthesize the given product. (1) Given the product [C:15]([O:19][C:20]([N:22]1[CH2:28][CH2:27][CH2:26][N:25]([C:5]([CH:1]2[CH2:4][CH2:3][CH2:2]2)=[O:6])[CH2:24][CH2:23]1)=[O:21])([CH3:18])([CH3:16])[CH3:17], predict the reactants needed to synthesize it. The reactants are: [CH:1]1([C:5](Cl)=[O:6])[CH2:4][CH2:3][CH2:2]1.C(N(CC)CC)C.[C:15]([O:19][C:20]([N:22]1[CH2:28][CH2:27][CH2:26][NH:25][CH2:24][CH2:23]1)=[O:21])([CH3:18])([CH3:17])[CH3:16]. (2) Given the product [CH:23]1([C:28]2[C:29]([C:30]#[N:31])=[C:15]([C:16]3[CH:21]=[CH:20][CH:19]=[CH:18][CH:17]=3)[C:13]3[CH2:12][CH2:11][CH2:10][NH:9][C:8](=[O:14])[C:7]=3[N:1]=2)[CH2:27][CH2:26][CH2:25][CH2:24]1, predict the reactants needed to synthesize it. The reactants are: [N:1]1([C:7]2[C:8](=[O:14])[NH:9][CH2:10][CH2:11][CH2:12][CH:13]=2)CCCCC1.[CH:15](=O)[C:16]1[CH:21]=[CH:20][CH:19]=[CH:18][CH:17]=1.[CH:23]1([C:28](=O)[CH2:29][C:30]#[N:31])[CH2:27][CH2:26][CH2:25][CH2:24]1.C([O-])(=O)C.[NH4+]. (3) Given the product [CH3:16][O:15][N:14]=[C:12]1[CH2:11][C@@H:10]([C:17]2[N:18]=[C:30]([CH2:29][C@H:28]([OH:27])[C:33]3[CH:38]=[CH:37][CH:36]=[CH:35][CH:34]=3)[O:20][N:19]=2)[N:9]([C:7]([C:4]2[CH:3]=[CH:2][C:1]([C:21]3[CH:26]=[CH:25][CH:24]=[CH:23][CH:22]=3)=[CH:6][CH:5]=2)=[O:8])[CH2:13]1, predict the reactants needed to synthesize it. The reactants are: [C:1]1([C:21]2[CH:26]=[CH:25][CH:24]=[CH:23][CH:22]=2)[CH:6]=[CH:5][C:4]([C:7]([N:9]2[CH2:13][C:12](=[N:14][O:15][CH3:16])[CH2:11][C@H:10]2[C:17](=[N:19][OH:20])[NH2:18])=[O:8])=[CH:3][CH:2]=1.[OH:27][C@H:28]([C:33]1[CH:38]=[CH:37][CH:36]=[CH:35][CH:34]=1)[CH2:29][C:30](O)=O.